This data is from Reaction yield outcomes from USPTO patents with 853,638 reactions. The task is: Predict the reaction yield, written as a fraction of the theoretical maximum amount of product (1.0 means a 100% yield; for example, 0.34 means a 34% yield). (1) The reactants are ClCCl.[CH3:4][O:5][N:6]([CH3:14])[C:7]([C:9]1[CH:10]=[N:11][NH:12][CH:13]=1)=[O:8].[CH3:15][Si:16]([CH3:23])([CH3:22])[CH2:17][CH2:18][O:19][CH2:20]Cl.C(N(CC)C(C)C)(C)C. The catalyst is C(OCC)(=O)C. The product is [CH3:4][O:5][N:6]([CH3:14])[C:7]([C:9]1[CH:13]=[N:12][N:11]([CH2:20][O:19][CH2:18][CH2:17][Si:16]([CH3:23])([CH3:22])[CH3:15])[CH:10]=1)=[O:8]. The yield is 0.850. (2) The reactants are [Br:1][C:2]1[CH:3]=[CH:4][C:5]([F:12])=[C:6]([CH:11]=1)[C:7]([NH:9][CH3:10])=O.COC1C=CC(P2(SP(C3C=CC(OC)=CC=3)(=S)S2)=[S:22])=CC=1. The catalyst is C1(C)C=CC=CC=1. The product is [Br:1][C:2]1[CH:3]=[CH:4][C:5]([F:12])=[C:6]([CH:11]=1)[C:7](=[S:22])[NH:9][CH3:10]. The yield is 0.920. (3) No catalyst specified. The product is [Br:1][C:2]1[CH:9]=[CH:8][C:5]([CH2:6][NH:7][C:16]2[CH:17]=[N:18][CH:19]=[CH:11][C:12]=2[C:13]([OH:15])=[O:14])=[CH:4][CH:3]=1. The reactants are [Br:1][C:2]1[CH:9]=[CH:8][C:5]([CH2:6][NH2:7])=[CH:4][CH:3]=1.F[C:11]1[CH:19]=[N:18][CH:17]=[CH:16][C:12]=1[C:13]([OH:15])=[O:14]. The yield is 0.390.